From a dataset of Forward reaction prediction with 1.9M reactions from USPTO patents (1976-2016). Predict the product of the given reaction. (1) Given the reactants [ClH:1].[NH2:2][C:3]1(S([O-])(=O)=O)[NH:7][C:6]2[CH2:8][CH2:9][CH:10]([NH:12][CH2:13][CH2:14][CH3:15])[CH2:11][C:5]=2[S:4]1, predict the reaction product. The product is: [ClH:1].[ClH:1].[NH2:2][C:3]1[S:4][C:5]2[CH2:11][CH:10]([NH:12][CH2:13][CH2:14][CH3:15])[CH2:9][CH2:8][C:6]=2[N:7]=1. (2) Given the reactants [CH3:1][C:2]1([CH3:23])[CH2:6][O:5][C:4]2=[CH:7][C:8]3[O:9][CH2:10][C:11]4([C:21]=3[CH:22]=[C:3]12)[C:19]1[C:14](=[CH:15][CH:16]=[CH:17][CH:18]=1)[NH:13][C:12]4=[O:20].[H-].[Na+].Br.Br[CH2:28][C:29]1[CH:30]=[N:31][CH:32]=[CH:33][CH:34]=1, predict the reaction product. The product is: [CH3:1][C:2]1([CH3:23])[CH2:6][O:5][C:4]2=[CH:7][C:8]3[O:9][CH2:10][C:11]4([C:21]=3[CH:22]=[C:3]12)[C:19]1[C:14](=[CH:15][CH:16]=[CH:17][CH:18]=1)[N:13]([CH2:28][C:29]1[CH:30]=[N:31][CH:32]=[CH:33][CH:34]=1)[C:12]4=[O:20]. (3) Given the reactants [N:1]1([C:16]([O:18][CH2:19][CH:20]2[C:32]3[CH:31]=[CH:30][CH:29]=[CH:28][C:27]=3[C:26]3[C:21]2=[CH:22][CH:23]=[CH:24][CH:25]=3)=[O:17])[CH2:5][CH2:4][CH:3]2[CH2:6][N:7](C(OC(C)(C)C)=O)[CH2:8][CH:2]12.[ClH:33], predict the reaction product. The product is: [ClH:33].[N:1]1([C:16]([O:18][CH2:19][CH:20]2[C:32]3[CH:31]=[CH:30][CH:29]=[CH:28][C:27]=3[C:26]3[C:21]2=[CH:22][CH:23]=[CH:24][CH:25]=3)=[O:17])[CH2:5][CH2:4][CH:3]2[CH2:6][NH:7][CH2:8][CH:2]12. (4) Given the reactants [CH2:1]([C:3]1[CH:8]=[CH:7][C:6]([CH:9]2[CH2:14][N:13]([C:15]([N:17]3[CH2:22][CH2:21][CH:20]([C:23]#[N:24])[CH2:19][CH2:18]3)=[O:16])[CH2:12][CH:11]([C:25]([O:27]CC)=[O:26])[CH2:10]2)=[CH:5][CH:4]=1)[CH3:2].[OH-].[Li+], predict the reaction product. The product is: [CH2:1]([C:3]1[CH:8]=[CH:7][C:6]([CH:9]2[CH2:14][N:13]([C:15]([N:17]3[CH2:22][CH2:21][CH:20]([C:23]#[N:24])[CH2:19][CH2:18]3)=[O:16])[CH2:12][CH:11]([C:25]([OH:27])=[O:26])[CH2:10]2)=[CH:5][CH:4]=1)[CH3:2]. (5) Given the reactants [OH:1][CH:2]([C:6]1[NH:14][C:13]2[C:8](=[N:9][CH:10]=[CH:11][C:12]=2[C:15]([O:17]C)=[O:16])[CH:7]=1)[CH:3]([CH3:5])[CH3:4], predict the reaction product. The product is: [OH:1][CH:2]([C:6]1[NH:14][C:13]2[C:8](=[N:9][CH:10]=[CH:11][C:12]=2[C:15]([OH:17])=[O:16])[CH:7]=1)[CH:3]([CH3:5])[CH3:4]. (6) Given the reactants [C:1]([C:4]1[CH:9]=[CH:8][C:7]([N:10]([CH3:12])[CH3:11])=[CH:6][N:5]=1)(=[O:3])[CH3:2].[CH2:13]([C:20]1[CH:21]=[C:22]([CH:27]=[CH:28][CH:29]=1)[C:23](OC)=[O:24])[C:14]1[CH:19]=[CH:18][CH:17]=[CH:16][CH:15]=1.C[Si]([N-][Si](C)(C)C)(C)C.[Na+].FC(F)(F)C(O)=O, predict the reaction product. The product is: [CH2:13]([C:20]1[CH:21]=[C:22]([C:23](=[O:24])[CH2:2][C:1]([C:4]2[CH:9]=[CH:8][C:7]([N:10]([CH3:11])[CH3:12])=[CH:6][N:5]=2)=[O:3])[CH:27]=[CH:28][CH:29]=1)[C:14]1[CH:15]=[CH:16][CH:17]=[CH:18][CH:19]=1. (7) Given the reactants [CH3:1][O:2][CH:3]([C:12]1[CH:17]=[CH:16][C:15]([N:18]([CH3:20])[CH3:19])=[CH:14][CH:13]=1)[CH2:4][CH:5]=[CH:6][CH:7]=[CH:8][C:9]([OH:11])=O.C(N1C=CN=C1)(N1C=CN=C1)=O.[C:33]1([NH2:40])[CH:38]=[CH:37][CH:36]=[CH:35][C:34]=1[NH2:39].FC(F)(F)C(O)=O, predict the reaction product. The product is: [NH2:39][C:34]1[CH:35]=[CH:36][CH:37]=[CH:38][C:33]=1[NH:40][C:9](=[O:11])[CH:8]=[CH:7][CH:6]=[CH:5][CH2:4][CH:3]([O:2][CH3:1])[C:12]1[CH:17]=[CH:16][C:15]([N:18]([CH3:20])[CH3:19])=[CH:14][CH:13]=1.